Dataset: Full USPTO retrosynthesis dataset with 1.9M reactions from patents (1976-2016). Task: Predict the reactants needed to synthesize the given product. (1) Given the product [CH3:7][C:13]1[CH:14]=[CH:9][C:10]([S:15]([N:1]2[CH:5]=[CH:4][CH:3]=[N:2]2)(=[O:16])=[O:17])=[CH:11][CH:12]=1, predict the reactants needed to synthesize it. The reactants are: [NH:1]1[CH:5]=[CH:4][CH:3]=[N:2]1.Cl[CH2:7]Cl.[C:9]1(C)[C:10]([S:15](Cl)(=[O:17])=[O:16])=[CH:11][CH:12]=[CH:13][CH:14]=1. (2) Given the product [Cl:8][C:9]1[CH:10]=[CH:11][C:12]([O:27][CH2:28][C:29]2[CH:34]=[CH:33][C:32]([Cl:35])=[CH:31][C:30]=2[F:36])=[C:13]([CH:26]=1)[CH2:14][N:15]1[C:19]2=[N:20][CH:21]=[CH:22][C:23]([C:24]3[NH:25][N:7]=[N:6][N:5]=3)=[C:18]2[CH2:17][CH2:16]1, predict the reactants needed to synthesize it. The reactants are: [Si]([N:5]=[N+:6]=[N-:7])(C)(C)C.[Cl:8][C:9]1[CH:10]=[CH:11][C:12]([O:27][CH2:28][C:29]2[CH:34]=[CH:33][C:32]([Cl:35])=[CH:31][C:30]=2[F:36])=[C:13]([CH:26]=1)[CH2:14][N:15]1[C:19]2[N:20]=[CH:21][CH:22]=[C:23]([C:24]#[N:25])[C:18]=2[CH2:17][CH2:16]1.